Dataset: Full USPTO retrosynthesis dataset with 1.9M reactions from patents (1976-2016). Task: Predict the reactants needed to synthesize the given product. (1) Given the product [CH3:10][O:11][C:12]1[CH:17]=[C:16]([C:2]2[CH:3]=[C:4]([CH:7]=[CH:8][CH:9]=2)[CH:5]=[O:6])[CH:15]=[N:14][CH:13]=1, predict the reactants needed to synthesize it. The reactants are: Br[C:2]1[CH:3]=[C:4]([CH:7]=[CH:8][CH:9]=1)[CH:5]=[O:6].[CH3:10][O:11][C:12]1[CH:13]=[N:14][CH:15]=[C:16](B2OC(C)(C)C(C)(C)O2)[CH:17]=1. (2) Given the product [NH2:1][C:2]1[C:3]2[C:10]([C:11]3[CH:12]=[CH:13][C:14]([O:17][C:18]4[CH:23]=[CH:22][CH:21]=[CH:20][CH:19]=4)=[CH:15][CH:16]=3)=[CH:9][N:8]([CH2:27][C:28]([O:30][CH2:31][CH3:32])=[O:29])[C:4]=2[N:5]=[CH:6][N:7]=1, predict the reactants needed to synthesize it. The reactants are: [NH2:1][C:2]1[C:3]2[C:10]([C:11]3[CH:16]=[CH:15][C:14]([O:17][C:18]4[CH:23]=[CH:22][CH:21]=[CH:20][CH:19]=4)=[CH:13][CH:12]=3)=[CH:9][NH:8][C:4]=2[N:5]=[CH:6][N:7]=1.[H-].[Na+].Br[CH2:27][C:28]([O:30][CH2:31][CH3:32])=[O:29]. (3) Given the product [CH3:1][O:2][C:3]1[C:12]([NH:13][C:14]([N:34]2[CH2:33][CH2:32][N:31]([C:26]3[CH:25]=[C:24]([F:23])[CH:29]=[C:28]([F:30])[CH:27]=3)[CH2:36][CH2:35]2)=[O:22])=[N:11][C:10]2[C:5](=[CH:6][CH:7]=[CH:8][CH:9]=2)[N:4]=1, predict the reactants needed to synthesize it. The reactants are: [CH3:1][O:2][C:3]1[C:12]([NH:13][C:14](=[O:22])OC2C=CC=CC=2)=[N:11][C:10]2[C:5](=[CH:6][CH:7]=[CH:8][CH:9]=2)[N:4]=1.[F:23][C:24]1[CH:25]=[C:26]([N:31]2[CH2:36][CH2:35][NH:34][CH2:33][CH2:32]2)[CH:27]=[C:28]([F:30])[CH:29]=1. (4) Given the product [Cl:1][C:2]1[N:3]=[C:4]([N:15]2[CH2:20][CH2:19][O:18][CH2:17][CH2:16]2)[C:5]2[S:10][C:9]([CH2:11][N:12]([CH3:13])[C:28](=[O:35])[C:29]3[CH:34]=[CH:33][CH:32]=[CH:31][CH:30]=3)=[C:8]([CH3:14])[C:6]=2[N:7]=1, predict the reactants needed to synthesize it. The reactants are: [Cl:1][C:2]1[N:3]=[C:4]([N:15]2[CH2:20][CH2:19][O:18][CH2:17][CH2:16]2)[C:5]2[S:10][C:9]([CH2:11][NH:12][CH3:13])=[C:8]([CH3:14])[C:6]=2[N:7]=1.C(N(CC)CC)C.[C:28](Cl)(=[O:35])[C:29]1[CH:34]=[CH:33][CH:32]=[CH:31][CH:30]=1. (5) The reactants are: [NH2:1][C:2]1[CH:11]=[C:10]2[C:5]([CH:6]([CH2:12][CH2:13][CH2:14][CH3:15])[O:7][C:8]2=[O:9])=[CH:4][CH:3]=1.[C:16]1(=O)[CH2:20][CH2:19][CH2:18][CH2:17]1. Given the product [CH2:12]([CH:6]1[C:5]2[C:10](=[CH:11][C:2]([NH:1][CH:16]3[CH2:20][CH2:19][CH2:18][CH2:17]3)=[CH:3][CH:4]=2)[C:8](=[O:9])[O:7]1)[CH2:13][CH2:14][CH3:15], predict the reactants needed to synthesize it. (6) Given the product [Br:44][C:42]1[CH:41]=[CH:40][C:38]2[O:39][C:34]3[C:33](=[O:45])[NH:32][C:31]([C:28]4[CH:29]=[CH:30][C:25]([NH:24][CH2:20][CH:14]5[CH2:12][CH2:11][O:16][CH2:15]5)=[CH:26][C:27]=4[CH3:46])=[N:36][C:35]=3[C:37]=2[CH:43]=1, predict the reactants needed to synthesize it. The reactants are: NC1C=CC(C2NC(=O)[C:11]3[O:16][C:15]4C=CC(Br)=[CH:20][C:14]=4[C:12]=3N=2)=C(Cl)C=1.[NH2:24][C:25]1[CH:30]=[CH:29][C:28]([C:31]2[NH:32][C:33](=[O:45])[C:34]3[O:39][C:38]4[CH:40]=[CH:41][C:42]([Br:44])=[CH:43][C:37]=4[C:35]=3[N:36]=2)=[C:27]([CH3:46])[CH:26]=1.C(C1CCN(C(OC(C)(C)C)=O)CC1)=O.O1CCC(C=O)C1. (7) Given the product [CH3:21][C:22]([NH:23][C:12]([C:10]1[CH:9]=[CH:8][C:7]([N:15]2[CH2:19][CH2:18][CH2:17][C:16]2=[O:20])=[C:6]([O:5][CH2:4][CH:1]2[CH2:2][CH2:3]2)[N:11]=1)=[O:14])([C:24]1[O:25][CH:26]=[CH:27][N:28]=1)[CH3:29], predict the reactants needed to synthesize it. The reactants are: [CH:1]1([CH2:4][O:5][C:6]2[N:11]=[C:10]([C:12]([OH:14])=O)[CH:9]=[CH:8][C:7]=2[N:15]2[CH2:19][CH2:18][CH2:17][C:16]2=[O:20])[CH2:3][CH2:2]1.[CH3:21][C:22]([CH3:29])([C:24]1[O:25][CH:26]=[CH:27][N:28]=1)[NH2:23]. (8) Given the product [F:33][C:27]1[CH:28]=[C:29]([F:32])[CH:30]=[CH:31][C:26]=1[N:13]1[C:14](=[O:25])[C:15]2[C@@H:16]3[C:21]([CH3:22])([CH3:23])[C@@:19]([CH3:24])([CH2:18][CH2:17]3)[C:20]=2[N:12]1[CH2:11][CH2:10][OH:9], predict the reactants needed to synthesize it. The reactants are: [H-].[Al+3].[Li+].[H-].[H-].[H-].C([O:9][C:10](=O)[CH2:11][N:12]1[C:20]2[C@@:19]3([CH3:24])[C:21]([CH3:23])([CH3:22])[C@H:16]([CH2:17][CH2:18]3)[C:15]=2[C:14](=[O:25])[N:13]1[C:26]1[CH:31]=[CH:30][C:29]([F:32])=[CH:28][C:27]=1[F:33])C.O.[OH-].[Na+].